Dataset: Full USPTO retrosynthesis dataset with 1.9M reactions from patents (1976-2016). Task: Predict the reactants needed to synthesize the given product. (1) Given the product [OH:20][CH2:19][CH2:18][N:6]1[C:5]2[C:22]([O:24][CH3:25])=[CH:23][C:2]([C:26]#[N:27])=[CH:3][C:4]=2[N:8]=[C:7]1[C:9]1[CH:10]=[CH:11][C:12]([CH:15]([CH3:16])[CH3:17])=[CH:13][CH:14]=1, predict the reactants needed to synthesize it. The reactants are: Br[C:2]1[CH:23]=[C:22]([O:24][CH3:25])[C:5]2[N:6]([CH2:18][CH2:19][O:20]C)[C:7]([C:9]3[CH:14]=[CH:13][C:12]([CH:15]([CH3:17])[CH3:16])=[CH:11][CH:10]=3)=[N:8][C:4]=2[CH:3]=1.[CH3:26][N:27](C=O)C. (2) The reactants are: Cl.C([N:9]1[CH2:14][CH2:13][CH2:12][C:11](=[O:15])[CH2:10]1)C1C=CC=CC=1.[C:27]([O:26][C:24](O[C:24]([O:26][C:27]([CH3:30])([CH3:29])[CH3:28])=[O:25])=[O:25])([CH3:30])([CH3:29])[CH3:28].C(=O)(O)[O-].[Na+].Cl. Given the product [C:27]([O:26][C:24]([N:9]1[CH2:14][CH2:13][CH2:12][C:11](=[O:15])[CH2:10]1)=[O:25])([CH3:28])([CH3:29])[CH3:30], predict the reactants needed to synthesize it.